Task: Predict the reactants needed to synthesize the given product.. Dataset: Retrosynthesis with 50K atom-mapped reactions and 10 reaction types from USPTO Given the product CS(=O)(=O)c1ccc(-c2ccc3cc(O)ccc3c2Cc2ccc(OCCN3CCCCC3)cc2)cc1, predict the reactants needed to synthesize it. The reactants are: COc1ccc2c(Cc3ccc(OCCN4CCCCC4)cc3)c(-c3ccc(S(C)(=O)=O)cc3)ccc2c1.